Task: Predict which catalyst facilitates the given reaction.. Dataset: Catalyst prediction with 721,799 reactions and 888 catalyst types from USPTO (1) Reactant: Cl[C:2]1[N:11]=[C:10]([NH:12][CH3:13])[C:9]2[CH2:8][CH2:7][CH2:6][CH2:5][C:4]=2[N:3]=1.[CH2:14]([O:21][C:22](=[O:32])[NH:23][CH2:24][C@H:25]1[CH2:30][CH2:29][C@@H:28]([NH2:31])[CH2:27][CH2:26]1)[C:15]1[CH:20]=[CH:19][CH:18]=[CH:17][CH:16]=1.C([O-])(O)=O.[Na+]. Product: [CH2:14]([O:21][C:22](=[O:32])[NH:23][CH2:24][C@H:25]1[CH2:30][CH2:29][C@@H:28]([NH:31][C:2]2[N:11]=[C:10]([NH:12][CH3:13])[C:9]3[CH2:8][CH2:7][CH2:6][CH2:5][C:4]=3[N:3]=2)[CH2:27][CH2:26]1)[C:15]1[CH:16]=[CH:17][CH:18]=[CH:19][CH:20]=1. The catalyst class is: 51. (2) Reactant: [CH3:1][N:2]1[CH2:14][CH2:13][C:5]2[NH:6][C:7]3[CH:8]=[CH:9][CH:10]=[CH:11][C:12]=3[C:4]=2[CH2:3]1.[CH2:15]=[CH:16][C:17]1[CH:22]=[CH:21][CH:20]=[CH:19][CH:18]=1.[H-].[Na+]. Product: [CH3:1][N:2]1[CH2:14][CH2:13][C:5]2[N:6]([CH2:15][CH2:16][C:17]3[CH:22]=[CH:21][CH:20]=[CH:19][CH:18]=3)[C:7]3[CH:8]=[CH:9][CH:10]=[CH:11][C:12]=3[C:4]=2[CH2:3]1. The catalyst class is: 3. (3) Reactant: [ClH:1].[C:2]([C:4]1[N:9]=[CH:8][C:7]([C:10]2[C:22]3[C:21]4[C:16](=[CH:17][CH:18]=[CH:19][CH:20]=4)[N:15]([C:23]4[CH:35]=[CH:34][C:26]([C:27]([O:29]C(C)(C)C)=[O:28])=[C:25]([NH:36][CH:37]5[CH2:43][CH:42]6[N:44]([CH3:45])[CH:39]([CH2:40][CH2:41]6)[CH2:38]5)[CH:24]=4)[C:14]=3[CH:13]=[CH:12][CH:11]=2)=[CH:6][CH:5]=1)#[N:3]. Product: [ClH:1].[C:2]([C:4]1[N:9]=[CH:8][C:7]([C:10]2[C:22]3[C:21]4[C:16](=[CH:17][CH:18]=[CH:19][CH:20]=4)[N:15]([C:23]4[CH:35]=[CH:34][C:26]([C:27]([OH:29])=[O:28])=[C:25]([NH:36][CH:37]5[CH2:43][CH:42]6[N:44]([CH3:45])[CH:39]([CH2:40][CH2:41]6)[CH2:38]5)[CH:24]=4)[C:14]=3[CH:13]=[CH:12][CH:11]=2)=[CH:6][CH:5]=1)#[N:3]. The catalyst class is: 12. (4) Reactant: [CH2:1]([N:7]1[CH2:12][CH2:11][C:10]([CH3:21])([C:13]2[CH:18]=[CH:17][CH:16]=[C:15]([C:19]#[N:20])[CH:14]=2)[CH:9]([CH3:22])[CH2:8]1)[CH2:2][CH2:3][CH2:4][CH2:5][CH3:6].[H-].[Al+3].[Li+].[H-].[H-].[H-].C(OCC)C.[OH-].[Na+]. Product: [CH2:1]([N:7]1[CH2:12][CH2:11][C:10]([CH3:21])([C:13]2[CH:18]=[CH:17][CH:16]=[C:15]([CH2:19][NH2:20])[CH:14]=2)[CH:9]([CH3:22])[CH2:8]1)[CH2:2][CH2:3][CH2:4][CH2:5][CH3:6]. The catalyst class is: 30.